This data is from NCI-60 drug combinations with 297,098 pairs across 59 cell lines. The task is: Regression. Given two drug SMILES strings and cell line genomic features, predict the synergy score measuring deviation from expected non-interaction effect. (1) Drug 1: CN1CCC(CC1)COC2=C(C=C3C(=C2)N=CN=C3NC4=C(C=C(C=C4)Br)F)OC. Drug 2: CC1C(C(CC(O1)OC2CC(CC3=C2C(=C4C(=C3O)C(=O)C5=CC=CC=C5C4=O)O)(C(=O)C)O)N)O. Cell line: HCC-2998. Synergy scores: CSS=65.0, Synergy_ZIP=1.65, Synergy_Bliss=3.81, Synergy_Loewe=-18.2, Synergy_HSA=4.34. (2) Drug 1: C(CC(=O)O)C(=O)CN.Cl. Drug 2: CC1=C(C(=O)C2=C(C1=O)N3CC4C(C3(C2COC(=O)N)OC)N4)N. Cell line: HT29. Synergy scores: CSS=31.3, Synergy_ZIP=-4.65, Synergy_Bliss=-5.80, Synergy_Loewe=-24.1, Synergy_HSA=-6.60. (3) Drug 1: C1CCC(C1)C(CC#N)N2C=C(C=N2)C3=C4C=CNC4=NC=N3. Drug 2: CC1CCCC2(C(O2)CC(NC(=O)CC(C(C(=O)C(C1O)C)(C)C)O)C(=CC3=CSC(=N3)C)C)C. Cell line: SNB-75. Synergy scores: CSS=-6.79, Synergy_ZIP=2.33, Synergy_Bliss=-1.83, Synergy_Loewe=-8.92, Synergy_HSA=-5.88.